This data is from Reaction yield outcomes from USPTO patents with 853,638 reactions. The task is: Predict the reaction yield, written as a fraction of the theoretical maximum amount of product (1.0 means a 100% yield; for example, 0.34 means a 34% yield). The reactants are [CH3:1][O:2][C:3](=[O:38])[NH:4][C@H:5]([C:9]([N:11]1[CH2:15][C@@H:14]([O:16][CH3:17])[CH2:13][C@H:12]1[C:18]1[NH:19][CH:20]=[C:21]([C:23]2[CH:28]=[CH:27][C:26](B3OC(C)(C)C(C)(C)O3)=[CH:25][CH:24]=2)[N:22]=1)=[O:10])[CH:6]([CH3:8])[CH3:7].[C:39]([O:43][C:44]([N:46]1[CH2:51][CH2:50][CH:49]([N:52]2[CH2:57][CH2:56][N:55]([C:58](=[O:72])[NH:59][C:60]3[CH:65]=[CH:64][C:63](Br)=[C:62]([O:67][C:68]([F:71])([F:70])[F:69])[CH:61]=3)[CH2:54][CH2:53]2)[CH2:48][CH2:47]1)=[O:45])([CH3:42])([CH3:41])[CH3:40].C(=O)(O)[O-].[Na+].C1(P(C2CCCCC2)C2C=CC=CC=2C2C(C(C)C)=CC(C(C)C)=CC=2C(C)C)CCCCC1. The catalyst is O1CCOCC1.O.C1C=CC(/C=C/C(/C=C/C2C=CC=CC=2)=O)=CC=1.C1C=CC(/C=C/C(/C=C/C2C=CC=CC=2)=O)=CC=1.C1C=CC(/C=C/C(/C=C/C2C=CC=CC=2)=O)=CC=1.[Pd].[Pd].C(#N)C. The product is [C:39]([O:43][C:44]([N:46]1[CH2:47][CH2:48][CH:49]([N:52]2[CH2:57][CH2:56][N:55]([C:58](=[O:72])[NH:59][C:60]3[CH:65]=[CH:64][C:63]([C:26]4[CH:25]=[CH:24][C:23]([C:21]5[N:22]=[C:18]([C@@H:12]6[CH2:13][C@H:14]([O:16][CH3:17])[CH2:15][N:11]6[C:9](=[O:10])[C@@H:5]([NH:4][C:3]([O:2][CH3:1])=[O:38])[CH:6]([CH3:7])[CH3:8])[NH:19][CH:20]=5)=[CH:28][CH:27]=4)=[C:62]([O:67][C:68]([F:70])([F:71])[F:69])[CH:61]=3)[CH2:54][CH2:53]2)[CH2:50][CH2:51]1)=[O:45])([CH3:42])([CH3:40])[CH3:41]. The yield is 0.540.